From a dataset of Forward reaction prediction with 1.9M reactions from USPTO patents (1976-2016). Predict the product of the given reaction. (1) Given the reactants C[O:2][C:3](=[O:23])[CH:4]([C:12]1[CH:17]=[CH:16][C:15]([S:18]([CH3:21])(=[O:20])=[O:19])=[C:14]([Cl:22])[CH:13]=1)[CH2:5][CH:6]1[CH2:10][CH2:9][C:8](=[O:11])[CH2:7]1.[OH-].[Na+], predict the reaction product. The product is: [Cl:22][C:14]1[CH:13]=[C:12]([CH:4]([CH2:5][CH:6]2[CH2:10][CH2:9][C:8](=[O:11])[CH2:7]2)[C:3]([OH:23])=[O:2])[CH:17]=[CH:16][C:15]=1[S:18]([CH3:21])(=[O:20])=[O:19]. (2) Given the reactants [F:1][C:2]1[CH:7]=[C:6]([F:8])[CH:5]=[CH:4][C:3]=1[N:9]1[C:17]2[C:12](=[C:13]([N:18]3[CH2:22][CH2:21][NH:20][C:19]3=[O:23])[CH:14]=[CH:15][CH:16]=2)[CH:11]=[N:10]1.[H-].[Na+].Cl[CH2:27][C:28]1[O:29][CH:30]=[CH:31][N:32]=1, predict the reaction product. The product is: [F:1][C:2]1[CH:7]=[C:6]([F:8])[CH:5]=[CH:4][C:3]=1[N:9]1[C:17]2[C:12](=[C:13]([N:18]3[CH2:22][CH2:21][N:20]([CH2:27][C:28]4[O:29][CH:30]=[CH:31][N:32]=4)[C:19]3=[O:23])[CH:14]=[CH:15][CH:16]=2)[CH:11]=[N:10]1. (3) The product is: [NH2:1][C:2]1[N:7]=[C:6]([N:8]2[CH2:20][CH2:19][C:11]3([CH2:15][NH:14][C@H:13]([C:16]([OH:18])=[O:17])[CH2:12]3)[CH2:10][CH2:9]2)[CH:5]=[C:4]([O:21][C@H:22]([C:27]2[CH:32]=[CH:31][C:30]([C:65]3[CH:66]=[CH:67][C:68]([O:69][CH2:70][CH2:71][CH3:72])=[C:63]([F:62])[CH:64]=3)=[CH:29][C:28]=2[C:43]2[CH:48]=[CH:47][CH:46]=[CH:45][CH:44]=2)[C:23]([F:24])([F:26])[F:25])[N:3]=1. Given the reactants [NH2:1][C:2]1[N:7]=[C:6]([N:8]2[CH2:20][CH2:19][C:11]3([CH2:15][NH:14][C@H:13]([C:16]([OH:18])=[O:17])[CH2:12]3)[CH2:10][CH2:9]2)[CH:5]=[C:4]([O:21][C@H:22]([C:27]2[CH:32]=[CH:31][C:30](C3C=CC(OC(C)C)=CC=3)=[CH:29][C:28]=2[C:43]2[CH:48]=[CH:47][CH:46]=[CH:45][CH:44]=2)[C:23]([F:26])([F:25])[F:24])[N:3]=1.C(OC1C=CC(B(O)O)=CC=1)(C)C.[F:62][C:63]1[CH:64]=[C:65](B(O)O)[CH:66]=[CH:67][C:68]=1[O:69][CH2:70][CH2:71][CH3:72], predict the reaction product. (4) Given the reactants [C:1]1([CH2:7][CH:8]([OH:10])[CH3:9])[CH:6]=[CH:5][CH:4]=[CH:3][CH:2]=1.C(OC=C)(=O)C, predict the reaction product. The product is: [C:1]1([CH2:7][C@@H:8]([OH:10])[CH3:9])[CH:6]=[CH:5][CH:4]=[CH:3][CH:2]=1. (5) Given the reactants [CH3:1][NH:2][C:3]([C:5]1[CH:10]=[CH:9][C:8](B(O)O)=[CH:7][CH:6]=1)=[O:4].[NH2:14][C:15]1[N:16]=[C:17]([N:26]2[CH2:31][CH2:30][N:29]([C:32](=[O:42])[CH2:33][O:34][C:35]3[CH:40]=[CH:39][C:38]([Cl:41])=[CH:37][CH:36]=3)[CH2:28][CH2:27]2)[C:18]2[N:24]=[C:23](Cl)[CH:22]=[CH:21][C:19]=2[N:20]=1, predict the reaction product. The product is: [NH2:14][C:15]1[N:16]=[C:17]([N:26]2[CH2:27][CH2:28][N:29]([C:32](=[O:42])[CH2:33][O:34][C:35]3[CH:40]=[CH:39][C:38]([Cl:41])=[CH:37][CH:36]=3)[CH2:30][CH2:31]2)[C:18]2[N:24]=[C:23]([C:8]3[CH:9]=[CH:10][C:5]([C:3]([NH:2][CH3:1])=[O:4])=[CH:6][CH:7]=3)[CH:22]=[CH:21][C:19]=2[N:20]=1. (6) Given the reactants [H-].C([Al+]CC(C)C)C(C)C.[CH3:11][C:12]([Si:15]([C:32]1[CH:37]=[CH:36][CH:35]=[CH:34][CH:33]=1)([C:26]1[CH:31]=[CH:30][CH:29]=[CH:28][CH:27]=1)[O:16][CH2:17][C@H:18]([CH3:25])[C:19]([N:21](OC)C)=O)([CH3:14])[CH3:13].Cl.[CH3:39][C:40]([S@:43](N)=[O:44])([CH3:42])[CH3:41].[C:46]1([Mg]Br)[CH:51]=[CH:50][CH:49]=[CH:48][CH:47]=1, predict the reaction product. The product is: [CH3:11][C:12]([Si:15]([C:32]1[CH:37]=[CH:36][CH:35]=[CH:34][CH:33]=1)([C:26]1[CH:27]=[CH:28][CH:29]=[CH:30][CH:31]=1)[O:16][CH2:17][C@H:18]([CH3:25])[C@@H:19]([NH:21][S@@:43]([C:40]([CH3:42])([CH3:41])[CH3:39])=[O:44])[C:46]1[CH:51]=[CH:50][CH:49]=[CH:48][CH:47]=1)([CH3:14])[CH3:13]. (7) The product is: [F:3][C:4]1[CH:5]=[C:6]([CH:20]=[CH:21][C:22]=1[F:23])[O:7][C:8]1[CH:13]=[CH:12][C:11]([CH2:14][O:15][C:25]2[CH:26]=[C:27]3[N:34]([CH3:35])[CH2:33][CH2:32][N:28]3[C:29](=[O:31])[N:30]=2)=[CH:10][C:9]=1[C:16]([F:17])([F:18])[F:19]. Given the reactants [H-].[Na+].[F:3][C:4]1[CH:5]=[C:6]([CH:20]=[CH:21][C:22]=1[F:23])[O:7][C:8]1[CH:13]=[CH:12][C:11]([CH2:14][OH:15])=[CH:10][C:9]=1[C:16]([F:19])([F:18])[F:17].Cl[C:25]1[CH:26]=[C:27]2[N:34]([CH3:35])[CH2:33][CH2:32][N:28]2[C:29](=[O:31])[N:30]=1, predict the reaction product.